Dataset: Forward reaction prediction with 1.9M reactions from USPTO patents (1976-2016). Task: Predict the product of the given reaction. (1) Given the reactants [Cl:1][C:2]1[CH:3]=[C:4]([CH:18]=[CH:19][CH:20]=1)[CH2:5][NH:6][C:7]([C:9]1[CH:17]=[C:16]2[C:12]([CH:13]=[N:14][NH:15]2)=[CH:11][CH:10]=1)=[O:8].[Cl:21][C:22]1[C:23]([CH3:31])=[N:24][N:25]([CH2:28][CH2:29]Cl)[C:26]=1[CH3:27].N1C2C(=CC=CC=2)C=N1, predict the reaction product. The product is: [Cl:1][C:2]1[CH:3]=[C:4]([CH:18]=[CH:19][CH:20]=1)[CH2:5][NH:6][C:7]([C:9]1[CH:10]=[CH:11][C:12]2[C:16]([CH:17]=1)=[N:15][N:14]([CH2:29][CH2:28][N:25]1[C:26]([CH3:27])=[C:22]([Cl:21])[C:23]([CH3:31])=[N:24]1)[CH:13]=2)=[O:8]. (2) Given the reactants Cl[C:2]1[C:11]([CH:12]=[O:13])=[CH:10][C:9]2[C:4](=[CH:5][CH:6]=[C:7]([O:14][CH3:15])[CH:8]=2)[N:3]=1.[F:16][C:17]([F:21])([F:20])[CH2:18][NH2:19], predict the reaction product. The product is: [CH3:15][O:14][C:7]1[CH:8]=[C:9]2[C:4](=[CH:5][CH:6]=1)[N:3]=[C:2]([NH:19][CH2:18][C:17]([F:21])([F:20])[F:16])[C:11]([CH:12]=[O:13])=[CH:10]2. (3) Given the reactants [F:1][C:2]1[CH:23]=[C:22]([N+:24]([O-:26])=[O:25])[CH:21]=[CH:20][C:3]=1[O:4][C:5]1[CH:6]=[C:7]2[C:11](=[CH:12][C:13]=1[C:14]1[CH:15]=[N:16][NH:17][CH:18]=1)[N:10]([CH3:19])[N:9]=[CH:8]2.CN1C2C(=CC=C(C3C=NNC=3)C=2)C=N1.[C:42]([O:46][C:47](O[C:47]([O:46][C:42]([CH3:45])([CH3:44])[CH3:43])=[O:48])=[O:48])([CH3:45])([CH3:44])[CH3:43].CC(OC)(C)C, predict the reaction product. The product is: [F:1][C:2]1[CH:23]=[C:22]([N+:24]([O-:26])=[O:25])[CH:21]=[CH:20][C:3]=1[O:4][C:5]1[CH:6]=[C:7]2[C:11](=[CH:12][C:13]=1[C:14]1[CH:18]=[N:17][N:16]([C:47]([O:46][C:42]([CH3:45])([CH3:44])[CH3:43])=[O:48])[CH:15]=1)[N:10]([CH3:19])[N:9]=[CH:8]2. (4) Given the reactants Br[C:2]1[CH:7]=[CH:6][CH:5]=[CH:4][C:3]=1[CH2:8][CH3:9].[CH:10]1([C:16]([CH:18]2[CH2:23][CH2:22][CH2:21][CH2:20][CH2:19]2)=[O:17])[CH2:15][CH2:14][CH2:13][CH2:12][CH2:11]1, predict the reaction product. The product is: [CH:18]1([C:16]([CH:10]2[CH2:11][CH2:12][CH2:13][CH2:14][CH2:15]2)([OH:17])[CH2:9][CH2:8][C:3]2[CH:4]=[CH:5][CH:6]=[CH:7][CH:2]=2)[CH2:19][CH2:20][CH2:21][CH2:22][CH2:23]1. (5) Given the reactants [NH:1]1[C:12](=[O:13])[C:11]2[N:9]([CH3:10])[CH:8]=[N:7][C:6]=2[N:4]([CH3:5])[C:2]1=[O:3].S(=O)(=O)(O)O.[F:19][C:20](I)([F:22])[F:21].OO, predict the reaction product. The product is: [F:19][C:20]([F:22])([F:21])[C:8]1[N:9]([CH3:10])[C:11]2[C:12](=[O:13])[NH:1][C:2](=[O:3])[N:4]([CH3:5])[C:6]=2[N:7]=1. (6) The product is: [Cl:22][C:23]1[CH:24]=[C:25]([NH:26][C:2]2[CH:7]=[C:6]([C:8]3[CH:13]=[CH:12][CH:11]=[CH:10][CH:9]=3)[N:5]=[C:4]([NH:14][CH:15]3[CH2:20][CH2:19][CH:18]([OH:21])[CH2:17][CH2:16]3)[N:3]=2)[CH:27]=[CH:28][C:29]=1[O:30][CH3:31]. Given the reactants Cl[C:2]1[CH:7]=[C:6]([C:8]2[CH:13]=[CH:12][CH:11]=[CH:10][CH:9]=2)[N:5]=[C:4]([NH:14][CH:15]2[CH2:20][CH2:19][CH:18]([OH:21])[CH2:17][CH2:16]2)[N:3]=1.[Cl:22][C:23]1[CH:24]=[C:25]([CH:27]=[CH:28][C:29]=1[O:30][CH3:31])[NH2:26], predict the reaction product.